From a dataset of Retrosynthesis with 50K atom-mapped reactions and 10 reaction types from USPTO. Predict the reactants needed to synthesize the given product. (1) Given the product CCOCc1cc(C(=O)OC)ccc1-c1cc(OC)ccc1F, predict the reactants needed to synthesize it. The reactants are: CCI.COC(=O)c1ccc(-c2cc(OC)ccc2F)c(CO)c1. (2) Given the product C=C(C)C(=O)OCCCC1CO1, predict the reactants needed to synthesize it. The reactants are: C=CCCCOC(=O)C(=C)C.O=C(OO)c1cccc(Cl)c1. (3) Given the product Cc1ccc(C(=N)NS(=O)(=O)c2ccc(F)c(Cl)c2)cc1F, predict the reactants needed to synthesize it. The reactants are: Cc1ccc(C(=N)N)cc1F.O=S(=O)(Cl)c1ccc(F)c(Cl)c1. (4) Given the product COc1cc([N+](=O)[O-])ccc1-n1cnc(Cl)c1, predict the reactants needed to synthesize it. The reactants are: COc1cc([N+](=O)[O-])ccc1Cl.Clc1c[nH]cn1. (5) The reactants are: Brc1cnc(I)nc1.CC(C)Oc1ccc(B2OC(C)(C)C(C)(C)O2)cc1Cl. Given the product CC(C)Oc1ccc(-c2ncc(Br)cn2)cc1Cl, predict the reactants needed to synthesize it.